From a dataset of Full USPTO retrosynthesis dataset with 1.9M reactions from patents (1976-2016). Predict the reactants needed to synthesize the given product. (1) Given the product [CH3:13][C:11]1([CH3:14])[C:10](=[O:15])[C:9]([C:16]2[CH:17]=[CH:18][C:19]([O:22][CH2:23][C:24]3[CH:33]=[CH:32][C:31]4[C:26](=[CH:27][CH:28]=[CH:29][CH:30]=4)[N:25]=3)=[CH:20][CH:21]=2)=[C:8]([C:5]2[CH:6]=[CH:7][CH:2]=[CH:3][CH:4]=2)[O:12]1, predict the reactants needed to synthesize it. The reactants are: N[C:2]1[CH:7]=[CH:6][C:5]([C:8]2[O:12][C:11]([CH3:14])([CH3:13])[C:10](=[O:15])[C:9]=2[C:16]2[CH:21]=[CH:20][C:19]([O:22][CH2:23][C:24]3[CH:33]=[CH:32][C:31]4[C:26](=[CH:27][CH:28]=[CH:29][CH:30]=4)[N:25]=3)=[CH:18][CH:17]=2)=[CH:4][CH:3]=1.Cl.N([O-])=O.[Na+]. (2) Given the product [Br:1][C:2]1[CH:3]=[C:4]([CH:5]=[CH:6][CH:7]=1)[CH2:8][C:10]1([C:13]#[N:14])[CH2:12][CH2:11]1, predict the reactants needed to synthesize it. The reactants are: [Br:1][C:2]1[CH:7]=[CH:6][CH:5]=[C:4]([CH2:8]Br)[CH:3]=1.[CH:10]1([C:13]#[N:14])[CH2:12][CH2:11]1. (3) Given the product [CH2:33]([C:2]1[CH:7]=[CH:6][C:5]([C:8]2[C:9](=[O:26])[N:10]([C:20]3[CH:25]=[CH:24][CH:23]=[CH:22][CH:21]=3)[CH:11]=[C:12]([C:14]3[CH:19]=[CH:18][CH:17]=[CH:16][N:15]=3)[CH:13]=2)=[CH:4][N:3]=1)[CH3:34], predict the reactants needed to synthesize it. The reactants are: Cl[C:2]1[CH:7]=[CH:6][C:5]([C:8]2[C:9](=[O:26])[N:10]([C:20]3[CH:25]=[CH:24][CH:23]=[CH:22][CH:21]=3)[CH:11]=[C:12]([C:14]3[CH:19]=[CH:18][CH:17]=[CH:16][N:15]=3)[CH:13]=2)=[CH:4][N:3]=1.C(=O)([O-])[O-].[K+].[K+].[CH2:33](B(CC)CC)[CH3:34].O. (4) Given the product [F:34][C:35]1[CH:36]=[C:37]([NH:38][C:60](=[O:61])[CH2:59][N:53]2[CH:54]([CH2:56][CH2:57][CH3:58])[CH2:55][N:51]([C:48]3[CH:49]=[N:50][C:45]([O:44][CH3:43])=[CH:46][CH:47]=3)[C:52]2=[O:63])[CH:39]=[C:40]([F:42])[CH:41]=1, predict the reactants needed to synthesize it. The reactants are: C(N(CC)C(C)C)(C)C.CN(C(ON1N=NC2C=CC=NC1=2)=[N+](C)C)C.F[P-](F)(F)(F)(F)F.[F:34][C:35]1[CH:36]=[C:37]([CH:39]=[C:40]([F:42])[CH:41]=1)[NH2:38].[CH3:43][O:44][C:45]1[N:50]=[CH:49][C:48]([N:51]2[CH2:55][CH:54]([CH2:56][CH2:57][CH3:58])[N:53]([CH2:59][C:60](O)=[O:61])[C:52]2=[O:63])=[CH:47][CH:46]=1.C(=O)([O-])O.[Na+]. (5) Given the product [N+:3]([C:6]1[CH:7]=[N:8][N:9]([CH2:12][C:13]([OH:15])=[O:14])[CH:10]=1)([O-:5])=[O:4], predict the reactants needed to synthesize it. The reactants are: [OH-].[K+].[N+:3]([C:6]1[CH:7]=[N:8][NH:9][CH:10]=1)([O-:5])=[O:4].Br[CH2:12][C:13]([OH:15])=[O:14]. (6) Given the product [CH2:8]([N:1]([CH2:15][C:13]#[CH:12])[CH2:2][CH2:3][O:4][CH2:5][CH2:6][OH:7])[C:9]#[CH:10], predict the reactants needed to synthesize it. The reactants are: [NH2:1][CH2:2][CH2:3][O:4][CH2:5][CH2:6][OH:7].[CH2:8](Br)[C:9]#[CH:10].[CH3:12][C:13]([CH3:15])=O. (7) Given the product [O:19]=[C:5]1[NH:4][CH2:3][CH2:2][CH2:8][N:7]2[C:9]3[N:15]=[C:14]([C:16]([NH:38][C:30]4[CH:31]=[N:34][C:27]5[C:25]([CH:29]=4)=[CH:28][CH:50]=[CH:44][CH:45]=5)=[O:18])[CH:13]=[CH:12][C:10]=3[CH:11]=[C:6]12, predict the reactants needed to synthesize it. The reactants are: C[C:2]1(C)[CH2:8][N:7]2[C:9]3[N:15]=[C:14]([C:16]([OH:18])=O)[CH:13]=[CH:12][C:10]=3[CH:11]=[C:6]2[C:5](=[O:19])[NH:4][CH2:3]1.S(Cl)(Cl)=O.[C:25]([C:29]1ON=[C:31]([NH2:34])[CH:30]=1)([CH3:28])([CH3:27])C.C([N:38](CC)C(C)C)(C)C.[C:44]1([CH3:50])C=CC=C[CH:45]=1. (8) Given the product [F:78][C:79]([F:84])([F:83])[C:80]([OH:82])=[O:81].[NH2:14][CH2:7][CH2:73][CH2:72][NH:71][C:67]1[C:66]([C:61]2[N:60]([C:55]3[CH:56]=[CH:57][C:58]([F:59])=[C:53]([Cl:52])[CH:54]=3)[C:64](=[O:65])[O:63][N:62]=2)=[N:70][O:69][N:68]=1, predict the reactants needed to synthesize it. The reactants are: C1([C:7](=[N:14]CCCO)C2C=CC=CC=2)C=CC=CC=1.C1(P(C2C=CC=CC=2)C2C=CC=CC=2)C=CC=CC=1.N(C(OC(C)C)=O)=NC(OC(C)C)=O.[Cl:52][C:53]1[CH:54]=[C:55]([N:60]2[C:64](=[O:65])[O:63][N:62]=[C:61]2[C:66]2[C:67]([NH:71][C:72](=O)[C:73](F)(F)F)=[N:68][O:69][N:70]=2)[CH:56]=[CH:57][C:58]=1[F:59].[F:78][C:79]([F:84])([F:83])[C:80]([OH:82])=[O:81]. (9) Given the product [CH2:1]([CH:3]([N:6]1[C:10]2=[N:11][C:12]([NH:30][CH3:27])=[C:13]([O:15][S:16]([C:19]([F:20])([F:21])[F:22])(=[O:17])=[O:18])[N:14]=[C:9]2[C:8]([CH3:24])=[N:7]1)[CH2:4][CH3:5])[CH3:2].[CH2:25]([CH:27]([N:30]1[C:34]2=[N:35][C:36]([N:40]([CH3:41])[S:43]([C:46]([F:49])([F:48])[F:47])(=[O:45])=[O:44])=[C:37]([O:39][S:16]([C:19]([F:22])([F:21])[F:20])(=[O:18])=[O:17])[N:38]=[C:33]2[C:32]([CH3:42])=[N:31]1)[CH2:28][CH3:29])[CH3:26], predict the reactants needed to synthesize it. The reactants are: [CH2:1]([CH:3]([N:6]1[C:10]2=[N:11][C:12](C)=[C:13]([O:15][S:16]([C:19]([F:22])([F:21])[F:20])(=[O:18])=[O:17])[N:14]=[C:9]2[C:8]([CH3:24])=[N:7]1)[CH2:4][CH3:5])[CH3:2].[CH2:25]([CH:27]([N:30]1[C:34]2=[N:35][C:36]([NH:40][CH3:41])=[C:37]([OH:39])[N:38]=[C:33]2[C:32]([CH3:42])=[N:31]1)[CH2:28][CH3:29])[CH3:26].[S:43](O[S:43]([C:46]([F:49])([F:48])[F:47])(=[O:45])=[O:44])([C:46]([F:49])([F:48])[F:47])(=[O:45])=[O:44]. (10) Given the product [C:43]([C:2]1[CH:10]=[C:9]([CH:11]([O:13][CH2:14][C:15]2([C:28]3[CH:29]=[CH:30][C:31]([F:34])=[CH:32][CH:33]=3)[CH2:20][CH2:19][N:18]([C:21]([O:23][C:24]([CH3:25])([CH3:27])[CH3:26])=[O:22])[CH2:17][CH2:16]2)[CH3:12])[C:8]2[C:4](=[CH:5][N:6]([CH2:35][O:36][CH2:37][CH2:38][Si:39]([CH3:40])([CH3:41])[CH3:42])[N:7]=2)[CH:3]=1)#[N:44], predict the reactants needed to synthesize it. The reactants are: Br[C:2]1[CH:10]=[C:9]([CH:11]([O:13][CH2:14][C:15]2([C:28]3[CH:33]=[CH:32][C:31]([F:34])=[CH:30][CH:29]=3)[CH2:20][CH2:19][N:18]([C:21]([O:23][C:24]([CH3:27])([CH3:26])[CH3:25])=[O:22])[CH2:17][CH2:16]2)[CH3:12])[C:8]2[C:4](=[CH:5][N:6]([CH2:35][O:36][CH2:37][CH2:38][Si:39]([CH3:42])([CH3:41])[CH3:40])[N:7]=2)[CH:3]=1.[C:43]([Zn])#[N:44].